This data is from Forward reaction prediction with 1.9M reactions from USPTO patents (1976-2016). The task is: Predict the product of the given reaction. Given the reactants [C:1]1([OH:11])[C:10]2[C:5](=[CH:6][CH:7]=[CH:8][CH:9]=2)[CH:4]=[CH:3][CH:2]=1.Br[CH2:13][C:14]([O:16][CH2:17][CH3:18])=[O:15].C([O-])([O-])=O.[K+].[K+], predict the reaction product. The product is: [C:1]1([O:11][CH2:13][C:14]([O:16][CH2:17][CH3:18])=[O:15])[C:10]2[C:5](=[CH:6][CH:7]=[CH:8][CH:9]=2)[CH:4]=[CH:3][CH:2]=1.